Dataset: Full USPTO retrosynthesis dataset with 1.9M reactions from patents (1976-2016). Task: Predict the reactants needed to synthesize the given product. (1) Given the product [F:41][C:38]([F:39])([F:40])[CH2:37][NH:36][S:33]([C:29]1[CH:28]=[C:27]([NH:26][C:12]([C:11]2[CH:10]=[N:9][N:8]3[C:3]([CH:2]([F:25])[F:1])=[CH:4][C:5]([C:15]4[CH:16]=[CH:17][C:18]([C:21]([F:22])([F:23])[F:24])=[CH:19][CH:20]=4)=[N:6][C:7]=23)=[O:14])[CH:32]=[CH:31][CH:30]=1)(=[O:35])=[O:34], predict the reactants needed to synthesize it. The reactants are: [F:1][CH:2]([F:25])[C:3]1[N:8]2[N:9]=[CH:10][C:11]([C:12]([OH:14])=O)=[C:7]2[N:6]=[C:5]([C:15]2[CH:20]=[CH:19][C:18]([C:21]([F:24])([F:23])[F:22])=[CH:17][CH:16]=2)[CH:4]=1.[NH2:26][C:27]1[CH:28]=[C:29]([S:33]([NH:36][CH2:37][C:38]([F:41])([F:40])[F:39])(=[O:35])=[O:34])[CH:30]=[CH:31][CH:32]=1. (2) Given the product [OH:28][C:26]1[CH:25]=[CH:24][C:23]2[C:19]([CH2:18][N:8]3[CH2:9][CH2:10][CH:5]([NH:4][C:1](=[O:3])[CH3:2])[CH2:6][CH2:7]3)=[CH:20][O:21][C:22]=2[CH:27]=1, predict the reactants needed to synthesize it. The reactants are: [C:1]([NH:4][CH:5]1[CH2:10][CH2:9][NH:8][CH2:7][CH2:6]1)(=[O:3])[CH3:2].C([O-])([O-])=O.[K+].[K+].Cl[CH2:18][C:19]1[C:23]2[CH:24]=[CH:25][C:26]([O:28]C(=O)C)=[CH:27][C:22]=2[O:21][CH:20]=1. (3) Given the product [NH:10]=[C:9]([O:14][CH3:12])[CH2:8][CH2:7][CH2:6][CH2:5][C:4]([O:3][CH3:2])=[O:11], predict the reactants needed to synthesize it. The reactants are: Cl.[CH3:2][O:3][C:4](=[O:11])[CH2:5][CH2:6][CH2:7][CH2:8][C:9]#[N:10].[CH2:12]([O:14]CC)C. (4) Given the product [CH3:29][C:26]([O:25][C:23]([N:20]1[CH2:19][CH2:18][C:17]2[CH:30]=[CH:31][C:14]([O:13][C:10]3[N:11]=[CH:12][C:7]([C:5]([OH:6])=[O:4])=[CH:8][CH:9]=3)=[CH:15][C:16]=2[CH2:22][CH2:21]1)=[O:24])([CH3:27])[CH3:28], predict the reactants needed to synthesize it. The reactants are: [OH-].[Na+].C[O:4][C:5]([C:7]1[CH:8]=[CH:9][C:10]([O:13][C:14]2[CH:31]=[CH:30][C:17]3[CH2:18][CH2:19][N:20]([C:23]([O:25][C:26]([CH3:29])([CH3:28])[CH3:27])=[O:24])[CH2:21][CH2:22][C:16]=3[CH:15]=2)=[N:11][CH:12]=1)=[O:6].Cl.O. (5) Given the product [CH:43]1([C:46]2[O:50][N:49]=[CH:48][C:47]=2[C:51]([N:1]2[CH2:5][CH2:4][CH:3]([C:6]3[CH:7]=[N:8][CH:9]=[CH:10][CH:11]=3)[CH2:2]2)=[O:52])[CH2:45][CH2:44]1, predict the reactants needed to synthesize it. The reactants are: [NH:1]1[CH2:5][CH2:4][CH:3]([C:6]2[CH:7]=[N:8][CH:9]=[CH:10][CH:11]=2)[CH2:2]1.CN(C(ON1N=NC2C=CC=CC1=2)=[N+](C)C)C.[B-](F)(F)(F)F.C(N(C(C)C)C(C)C)C.[CH:43]1([C:46]2[O:50][N:49]=[CH:48][C:47]=2[C:51](O)=[O:52])[CH2:45][CH2:44]1. (6) Given the product [F:1][C:2]1[CH:3]=[CH:4][C:5]([C:8]2[N:12]([CH3:13])[N:11]=[CH:10][C:9]=2[CH2:14][O:15][C:16]2[CH:17]=[CH:18][C:19]([CH2:20][OH:21])=[CH:24][CH:25]=2)=[CH:6][CH:7]=1, predict the reactants needed to synthesize it. The reactants are: [F:1][C:2]1[CH:7]=[CH:6][C:5]([C:8]2[N:12]([CH3:13])[N:11]=[CH:10][C:9]=2[CH2:14][O:15][C:16]2[CH:25]=[CH:24][C:19]([C:20](OC)=[O:21])=[CH:18][CH:17]=2)=[CH:4][CH:3]=1.[H-].[Al+3].[Li+].[H-].[H-].[H-].O.O.O.O.O.O.O.O.O.O.S([O-])([O-])(=O)=O.[Na+].[Na+]. (7) Given the product [NH:29]1[C:30]2[CH:36]=[CH:35][CH:34]=[CH:33][C:31]=2[N:32]=[C:28]1[C:23]1[CH:22]=[C:21]([N:18]2[CH2:19][CH2:20][CH:16]([C:14]([N:11]3[CH2:10][CH2:9][NH:8][CH2:13][CH2:12]3)=[O:15])[CH2:17]2)[CH:26]=[CH:25][C:24]=1[Cl:27], predict the reactants needed to synthesize it. The reactants are: C(OC([N:8]1[CH2:13][CH2:12][N:11]([C:14]([CH:16]2[CH2:20][CH2:19][N:18]([C:21]3[CH:26]=[CH:25][C:24]([Cl:27])=[C:23]([C:28]4[NH:32][C:31]5[CH:33]=[CH:34][CH:35]=[CH:36][C:30]=5[N:29]=4)[CH:22]=3)[CH2:17]2)=[O:15])[CH2:10][CH2:9]1)=O)(C)(C)C.Cl. (8) Given the product [Cl:34][C:35]1[CH:36]=[C:37]([CH2:42][C:43]([N:2]([C@@H:3]([C:24]2[CH:33]=[CH:32][C:27]([O:28][CH2:29][CH2:30][OH:31])=[CH:26][CH:25]=2)[CH2:4][N:5]2[CH2:9][CH2:8][C@H:7]([O:10][CH2:11][CH2:12][O:13][CH2:14][CH2:15][O:16][CH2:17][CH2:18][O:19][C:20]([F:21])([F:22])[F:23])[CH2:6]2)[CH3:1])=[O:45])[CH:38]=[CH:39][C:40]=1[Cl:41], predict the reactants needed to synthesize it. The reactants are: [CH3:1][NH:2][C@@H:3]([C:24]1[CH:33]=[CH:32][C:27]([O:28][CH2:29][CH2:30][OH:31])=[CH:26][CH:25]=1)[CH2:4][N:5]1[CH2:9][CH2:8][C@H:7]([O:10][CH2:11][CH2:12][O:13][CH2:14][CH2:15][O:16][CH2:17][CH2:18][O:19][C:20]([F:23])([F:22])[F:21])[CH2:6]1.[Cl:34][C:35]1[CH:36]=[C:37]([CH2:42][C:43]([OH:45])=O)[CH:38]=[CH:39][C:40]=1[Cl:41].C(N(CC)C(C)C)(C)C.F[B-](F)(F)F.N1(OC(N(C)C)=[N+](C)C)C2C=CC=CC=2N=N1. (9) Given the product [NH2:16][CH2:17][C:18]1[CH:26]=[CH:25][C:21]([C:22]([NH:1][CH2:2][C:3]2[CH:8]=[CH:7][CH:6]=[CH:5][N:4]=2)=[O:23])=[CH:20][CH:19]=1, predict the reactants needed to synthesize it. The reactants are: [NH2:1][CH2:2][C:3]1[CH:8]=[CH:7][CH:6]=[CH:5][N:4]=1.C(OC([NH:16][CH2:17][C:18]1[CH:26]=[CH:25][C:21]([C:22](O)=[O:23])=[CH:20][CH:19]=1)=O)(C)(C)C. (10) The reactants are: [F:1][C:2]1[C:12]([O:13][CH3:14])=[CH:11][CH:10]=[C:9]([O:15][CH3:16])[C:3]=1[C:4]([O:6]CC)=[O:5].[OH-].[Li+]. Given the product [F:1][C:2]1[C:12]([O:13][CH3:14])=[CH:11][CH:10]=[C:9]([O:15][CH3:16])[C:3]=1[C:4]([OH:6])=[O:5], predict the reactants needed to synthesize it.